From a dataset of Experimentally validated miRNA-target interactions with 360,000+ pairs, plus equal number of negative samples. Binary Classification. Given a miRNA mature sequence and a target amino acid sequence, predict their likelihood of interaction. (1) The miRNA is hsa-miR-202-5p with sequence UUCCUAUGCAUAUACUUCUUUG. The protein sequence of the target gene is MLGAVKMEGHEPSDWSSYYAEPEGYSSVSNMNAGLGMNGMNTYMSMSAAAMGGGSGNMSAGSMNMSSYVGAGMSPSLAGMSPGAGAMAGMSGSAGAAGVAGMGPHLSPSLSPLGGQAAGAMGGLAPYANMNSMSPMYGQAGLSRARDPKTYRRSYTHAKPPYSYISLITMAIQQSPNKMLTLSEIYQWIMDLFPFYRQNQQRWQNSIRHSLSFNDCFLKVPRSPDKPGKGSFWTLHPDSGNMFENGCYLRRQKRFKCEKQLALKEAAGAASSGGKKTAPGSQASQAQLGEAAGSASETPA.... Result: 0 (no interaction). (2) The miRNA is mmu-miR-7026-3p with sequence UGUGCUUUCUGGUCUUGGCUUAG. The protein sequence of the target gene is MAVARHGYRPWGSILGLLGLALAAAAAWDVASLRCTFGSFCECDFWPDLPGLECDLAQHLAGQHLAKALVVKSLKAFVQDPAPSKPLVLSLHGWTGTGKSYVSSLLAQHLFRDGLRSPHVHHFSPIIHFPHPSRTEQYKKELKSWVQGNLTACGRSLFLFDEMDKLPPGLMEVLQPFLGPSWVVYGTNYRKAIFIFISNAGGEQINQVALEAWRSHRDREEISLQEVEPVISRAVMDNPQHGFWRSGIMEEHLLDAVVPFLPLQRHHVRHCVLNELAQLGLEPSEEVVQAVLDSTTYFPE.... Result: 0 (no interaction). (3) The miRNA is hsa-miR-3665 with sequence AGCAGGUGCGGGGCGGCG. The protein sequence of the target gene is MLRWLIGGGREPQGLAEKSPLQTIGEEQTQNPYTELLVLKAHHDIVRFLVQLDDYRFASAGDDGIVVVWNAQTGEKLLELNGHTQKITAIITFPSLESCEEKNQLILTASADRTVIVWDGDTTRQVQRISCFQSTVKCLTVLQRLDVWLSGGNDLCVWNRKLDLLCKTSHLSDTGISALVEIPKNCVVAAVGKELIIFRLVAPTEGSLEWDILEVKRLLDHQDNILSLINVNDLSFVTGSHVGELIIWDALDWTMQAYERNFWDPSPQLDTQQEIKLCQKSNDISIHHFTCDEENVFAAV.... Result: 1 (interaction). (4) The miRNA is hsa-miR-1908-3p with sequence CCGGCCGCCGGCUCCGCCCCG. The protein sequence of the target gene is MGPTRVPRRTVLFQRERTGLTYRVPALLCVPPRPTLLAFAEQRLSPDDSHAHRLVLRRGTLTRGSVRWGTLSVLETAVLEEHRSMNPCPVLDEHSGTIFLFFIAVLGHTPEAVQIATGKNAARLCCVTSCDAGLTWGSVRDLTEEAIGAALQDWATFAVGPGHGVQLRSGRLLVPAYTYHVDRRECFGKICWTSPHSLAFYSDDHGISWHCGGLVPNLRSGECQLAAVDGDFLYCNARSPLGNRVQALSADEGTSFLPGELVPTLAETARGCQGSIVGFLAPPSIEPQDDRWTGSPRNTP.... Result: 0 (no interaction). (5) The miRNA is dme-miR-308-3p with sequence AAUCACAGGAUUAUACUGUGAG. The protein sequence of the target gene is MASSPWGCVCGLLLLLLPLLGTGPALGRGFPRPLENSEIPMIPGAHPKGSVGSEPQAFDVFPENPRADSHRNSDVRHAPAEEMPEKPVASPLGPALYGPKAAQGAQRERLPVTDDLQMAQGPSSHGWTGPLDSQELLQQEAVAPHPVGHPHLTFIPTTPRRQLRVATVPPSLQHEGQEGQWPPRDEGLKAKTKSRVPPTSPSDHQGPPHTLVSHSGTVKRPVLEGQGGFEEHLQEAAQGPHFTQQDPAAPDVGSVPPVEVVYSQEPGAQPDLALARSLPPAEELPVETPKRAGAEVSWEV.... Result: 0 (no interaction). (6) The miRNA is hsa-miR-4508 with sequence GCGGGGCUGGGCGCGCG. The protein sequence of the target gene is MHRAPSPTAEQPPGRGDNTRRTPQPRFKASAPAMALPRTLGELQLYRVLQRANLLSYYETFIQQGGDDVQQLCEAGEEEFLEIMALVGMATKPLHVRRLQKALREWATNPGLFSQPVPAVPVSSIPLFKISETAGTRKGSMSNGHGSPGEKAGSARSFSPKSPLELGEKLSPLPGGPGAGDPRIWPGQSTPESDVGAGGEEEAGSPPFSPPAGGGVSEGPGVGGVAAGGAGGGPDRLEPEMVRMVVESVERIFRSFPRGDTGEIASLLKLNKKLARSVGHIFEMDDHDAQKEEEIRKYSV.... Result: 0 (no interaction). (7) The miRNA is hsa-miR-548ai with sequence AAAGGUAAUUGCAGUUUUUCCC. The protein sequence of the target gene is MDLQLKQWRSQQQNESEEQGSAATKISNFFFDQIQSQTATSAAAAPLPLFVPEPTSSSSFSCFSPDSSNSSSSSRFLKMGNFFSWAQWQELELQALIYRYMLAGASVPQELLLPIKKSLLHQSPMHFLHHPLQHSFPHHQPSWYWGRGAMDPEPGRCKRTDGKKWRCSRDVVAGHKYCDRHIHRGRNRSRKPVETATTTITTTATTTASSFVLGEELGHGPNNNHFFSSGSSQPLHLSHQQSCSSEMKQESNNNKRPYEANSGFSNGRSDDGHILRHFFDDWPRSSDSTSSPMSSSTCHL.... Result: 0 (no interaction). (8) The miRNA is hsa-miR-6086 with sequence GGAGGUUGGGAAGGGCAGAG. The protein sequence of the target gene is MLQSIIKNIWIPMKPYYTKVYQEIWIGMGLMGFIVYKIRAADKRSKALKASAPAPGHH. Result: 1 (interaction). (9) The miRNA is hsa-miR-5691 with sequence UUGCUCUGAGCUCCGAGAAAGC. The protein sequence of the target gene is MTANRLAESLLALSQQEELADLPKDYLLSESEDEGDNDGERKHQKLLEAISSLDGKNRRKLAERSEASLKVSEFNVSSEGSGEKLVLADLLEPVKTSSSLATVKKQLSRVKSKKTVELPLNKEEIERIHREVAFNKTAQVLSKWDPVVLKNRQAEQLVFPLEKEEPAIAPIEHVLSGWKARTPLEQEIFNLLHKNKQPVTDPLLTPVEKASLRAMSLEEAKMRRAELQRARALQSYYEAKARREKKIKSKKYHKVVKKGKAKKALKEFEQLRKVNPAAALEELEKIEKARMMERMSLKHQ.... Result: 0 (no interaction).